Dataset: Full USPTO retrosynthesis dataset with 1.9M reactions from patents (1976-2016). Task: Predict the reactants needed to synthesize the given product. (1) Given the product [Br:18][C:19]([CH3:24])([CH3:23])[C:20]([C:15]1[CH:14]=[CH:13][C:12]([O:11][C:5]2[CH:6]=[CH:7][CH:8]=[CH:9][CH:10]=2)=[CH:17][CH:16]=1)=[O:21], predict the reactants needed to synthesize it. The reactants are: [Cl-].[Cl-].[Cl-].[Al+3].[C:5]1([O:11][C:12]2[CH:17]=[CH:16][CH:15]=[CH:14][CH:13]=2)[CH:10]=[CH:9][CH:8]=[CH:7][CH:6]=1.[Br:18][C:19]([CH3:24])([CH3:23])[C:20](Br)=[O:21]. (2) Given the product [F:17][C:12]1[CH:13]=[CH:14][CH:15]=[C:16]2[C:11]=1[C:10]1([C:29]3[C:20](=[CH:21][C:22]4[O:27][CH2:26][CH2:25][O:24][C:23]=4[CH:28]=3)[O:19][CH2:18]1)[C:9](=[O:30])[NH:8]2, predict the reactants needed to synthesize it. The reactants are: C1(C(C2C=CC=CC=2)[N:8]2[C:16]3[C:11](=[C:12]([F:17])[CH:13]=[CH:14][CH:15]=3)[C:10]3([C:29]4[C:20](=[CH:21][C:22]5[O:27][CH2:26][CH2:25][O:24][C:23]=5[CH:28]=4)[O:19][CH2:18]3)[C:9]2=[O:30])C=CC=CC=1.C([SiH](CC)CC)C. (3) The reactants are: [S:1]1[C:5]2[CH:6]=[CH:7][CH:8]=[CH:9][C:4]=2[N:3]=[C:2]1[O:10][C:11]1[CH:22]=[CH:21][C:14]2[C:15]([CH2:18][CH2:19][OH:20])=[CH:16][O:17][C:13]=2[CH:12]=1.CCN(C(C)C)C(C)C.[O:32](S(C)(=O)=O)[S:33]([CH3:36])(=O)=[O:34]. Given the product [S:1]1[C:5]2[CH:6]=[CH:7][CH:8]=[CH:9][C:4]=2[N:3]=[C:2]1[O:10][C:11]1[CH:22]=[CH:21][C:14]2[C:15]([CH2:18][CH2:19][O:20][S:33]([CH3:36])(=[O:34])=[O:32])=[CH:16][O:17][C:13]=2[CH:12]=1, predict the reactants needed to synthesize it. (4) Given the product [F:1][C:2]1[CH:3]=[CH:4][C:5]([C:8]([CH3:33])([CH2:13][CH2:46][C:47]([CH3:50])([CH3:49])[CH3:48])[C:9]([O:11][CH3:12])=[O:10])=[CH:6][CH:7]=1, predict the reactants needed to synthesize it. The reactants are: [F:1][C:2]1[CH:7]=[CH:6][C:5]([CH:8]([CH3:13])[C:9]([O:11][CH3:12])=[O:10])=[CH:4][CH:3]=1.C[Si](C)(C)[N-][Si](C)(C)C.[Li+].C[Si](C)(C)N[Si](C)(C)C.[CH2:33]([Li])CCC.CCCCCC.BrC[CH2:46][C:47]([CH3:50])([CH3:49])[CH3:48]. (5) The reactants are: [Cl:1][C:2]1[CH:7]=[C:6]([Cl:8])[CH:5]=[CH:4][C:3]=1[CH2:9][CH2:10][C:11](O)=O.[N:14]1[C:18]2[CH:19]=[CH:20][C:21]([C:23]([NH:25][NH2:26])=O)=[CH:22][C:17]=2[NH:16][CH:15]=1.COC1C=CC(P2(SP(C3C=CC(OC)=CC=3)(=S)S2)=[S:36])=CC=1.O=P(Cl)(Cl)Cl. Given the product [Cl:1][C:2]1[CH:7]=[C:6]([Cl:8])[CH:5]=[CH:4][C:3]=1[CH2:9][CH2:10][C:11]1[S:36][C:23]([C:21]2[CH:20]=[CH:19][C:18]3[NH:14][CH:15]=[N:16][C:17]=3[CH:22]=2)=[N:25][N:26]=1, predict the reactants needed to synthesize it. (6) Given the product [CH3:26][O:25][C:23]1[CH:24]=[C:19]([NH:18][C:15]2[O:16][C:17]3[C:9]([C:6]4[CH:7]=[CH:8][C:3]([CH2:2][NH:1][C:31](=[O:33])[CH3:32])=[CH:4][CH:5]=4)=[CH:10][CH:11]=[CH:12][C:13]=3[N:14]=2)[CH:20]=[C:21]([O:29][CH3:30])[C:22]=1[O:27][CH3:28], predict the reactants needed to synthesize it. The reactants are: [NH2:1][CH2:2][C:3]1[CH:8]=[CH:7][C:6]([C:9]2[C:17]3[O:16][C:15]([NH:18][C:19]4[CH:24]=[C:23]([O:25][CH3:26])[C:22]([O:27][CH3:28])=[C:21]([O:29][CH3:30])[CH:20]=4)=[N:14][C:13]=3[CH:12]=[CH:11][CH:10]=2)=[CH:5][CH:4]=1.[C:31](Cl)(=[O:33])[CH3:32]. (7) Given the product [F:1][C:2]1[CH:3]=[C:4]([C:16]([NH:18][C@H:19]([C:20]2[CH:21]=[CH:22][C:23]([C:24]([OH:26])=[O:25])=[CH:27][CH:28]=2)[CH3:31])=[O:17])[C:5]([CH2:8][C:9]2[CH:10]=[CH:11][C:12]([F:15])=[CH:13][CH:14]=2)=[N:6][CH:7]=1, predict the reactants needed to synthesize it. The reactants are: [F:1][C:2]1[CH:3]=[C:4]([C:16]([NH:18][CH2:19][C:20]2[CH:28]=[CH:27][C:23]([C:24]([OH:26])=[O:25])=[CH:22][CH:21]=2)=[O:17])[C:5]([CH2:8][C:9]2[CH:14]=[CH:13][C:12]([F:15])=[CH:11][CH:10]=2)=[N:6][CH:7]=1.Cl.N[C@H:31](C1C=CC(C(OC)=O)=CC=1)C. (8) Given the product [CH2:20]([S:19][C:16]1[CH:17]=[CH:18][C:13]([NH:12][C:6]2[CH:7]=[C:2]([Br:1])[C:3]([Cl:11])=[CH:4][C:5]=2[O:9][CH3:10])=[C:14](/[CH:27]=[CH:28]/[C:29]([O:31][CH2:32][CH3:33])=[O:30])[CH:15]=1)[C:21]1[CH:22]=[CH:23][CH:24]=[CH:25][CH:26]=1, predict the reactants needed to synthesize it. The reactants are: [Br:1][C:2]1[CH:7]=[C:6](I)[C:5]([O:9][CH3:10])=[CH:4][C:3]=1[Cl:11].[NH2:12][C:13]1[CH:18]=[CH:17][C:16]([S:19][CH2:20][C:21]2[CH:26]=[CH:25][CH:24]=[CH:23][CH:22]=2)=[CH:15][C:14]=1/[CH:27]=[CH:28]/[C:29]([O:31][CH2:32][CH3:33])=[O:30].CC1(C)C2C(=C(P(C3C=CC=CC=3)C3C=CC=CC=3)C=CC=2)OC2C(P(C3C=CC=CC=3)C3C=CC=CC=3)=CC=CC1=2.C(=O)([O-])[O-].[Cs+].[Cs+]. (9) Given the product [N:1]1([C:8]2[CH:13]=[CH:12][C:11]([C:14]3[CH:19]=[CH:18][C:17]([O:20][CH2:21][CH2:22][O:23][CH2:24][CH2:25][CH2:26][CH3:27])=[CH:16][CH:15]=3)=[CH:10][C:9]=2/[CH:28]=[CH:29]/[C:30]([OH:32])=[O:31])[CH2:2][CH2:3][CH2:4][CH2:5][CH2:6][CH2:7]1, predict the reactants needed to synthesize it. The reactants are: [N:1]1([C:8]2[CH:13]=[CH:12][C:11]([C:14]3[CH:19]=[CH:18][C:17]([O:20][CH2:21][CH2:22][O:23][CH2:24][CH2:25][CH2:26][CH3:27])=[CH:16][CH:15]=3)=[CH:10][C:9]=2/[CH:28]=[CH:29]/[C:30]([O:32]CC)=[O:31])[CH2:7][CH2:6][CH2:5][CH2:4][CH2:3][CH2:2]1.[OH-].[Na+].Cl. (10) Given the product [Br:21][C:8]1[C:13]([I:14])=[CH:12][CH:11]=[CH:10][C:9]=1[F:15], predict the reactants needed to synthesize it. The reactants are: C(OC(=O)N[C:8]1[C:13]([I:14])=[CH:12][CH:11]=[CH:10][C:9]=1[F:15])(C)(C)C.N([O-])=O.[Na+].[BrH:21].